From a dataset of Catalyst prediction with 721,799 reactions and 888 catalyst types from USPTO. Predict which catalyst facilitates the given reaction. (1) Reactant: [Br:1][C:2]1[CH:7]=[CH:6][C:5]([C:8]2[N:9]=[C:10](Cl)[C:11]3[O:16][CH2:15][C:14]([CH3:18])([CH3:17])[C:12]=3[N:13]=2)=[CH:4][CH:3]=1.[NH:20]1[CH2:25][CH2:24][O:23][CH2:22][CH2:21]1.C(N(CC)CC)C. Product: [Br:1][C:2]1[CH:7]=[CH:6][C:5]([C:8]2[N:9]=[C:10]([N:20]3[CH2:25][CH2:24][O:23][CH2:22][CH2:21]3)[C:11]3[O:16][CH2:15][C:14]([CH3:18])([CH3:17])[C:12]=3[N:13]=2)=[CH:4][CH:3]=1. The catalyst class is: 4. (2) Reactant: [Cl:1][C:2]1[CH:3]=[C:4]2[C:10]([C:11]3[N:16]=[C:15]([NH:17][C@@H:18]([C:23]([CH3:26])([CH3:25])[CH3:24])[CH2:19][C:20]([OH:22])=[O:21])[C:14]([F:27])=[CH:13][N:12]=3)=[CH:9][N:8](S(C3C=CC(C)=CC=3)(=O)=O)[C:5]2=[N:6][CH:7]=1.C[O-].[Na+]. Product: [Cl:1][C:2]1[CH:3]=[C:4]2[C:10]([C:11]3[N:16]=[C:15]([NH:17][C@@H:18]([C:23]([CH3:25])([CH3:24])[CH3:26])[CH2:19][C:20]([OH:22])=[O:21])[C:14]([F:27])=[CH:13][N:12]=3)=[CH:9][NH:8][C:5]2=[N:6][CH:7]=1. The catalyst class is: 5. (3) Reactant: C([O:4][C@H:5]1[C@H:10]([O:11]C(=O)C)[C@H:9]([O:15]C(=O)C)[C@@H:8]([C:19]2[CH:24]=[CH:23][CH:22]=[C:21](B3OC(C)(C)C(C)(C)O3)[CH:20]=2)[O:7][C@@H:6]1[CH2:34][O:35]C(=O)C)(=O)C.Br[C:40]1[CH:45]=[CH:44][C:43]([C:46]2[O:47][C:48]([CH3:51])=[CH:49][N:50]=2)=[CH:42][CH:41]=1.C([O-])([O-])=O.[Cs+].[Cs+].C[O-].[Na+]. Product: [OH:35][CH2:34][C@@H:6]1[C@@H:5]([OH:4])[C@H:10]([OH:11])[C@H:9]([OH:15])[C@@H:8]([C:19]2[CH:24]=[CH:23][CH:22]=[C:21]([C:40]3[CH:45]=[CH:44][C:43]([C:46]4[O:47][C:48]([CH3:51])=[CH:49][N:50]=4)=[CH:42][CH:41]=3)[CH:20]=2)[O:7]1. The catalyst class is: 10. (4) Reactant: [Cl:1][C:2]1[CH:3]=[C:4]([C@@H:8]2[C@@H:13]([C:14]3[CH:19]=[CH:18][C:17]([Cl:20])=[CH:16][CH:15]=3)[N:12]([C@H:21]([CH2:25][CH3:26])[C:22](=[O:24])[CH3:23])[C:11](=[O:27])[C@:10]([CH2:29][C:30]([OH:32])=[O:31])([CH3:28])[CH2:9]2)[CH:5]=[CH:6][CH:7]=1.[BH4-].[Na+].[NH4+].[Cl-]. Product: [Cl:1][C:2]1[CH:3]=[C:4]([C@@H:8]2[C@@H:13]([C:14]3[CH:19]=[CH:18][C:17]([Cl:20])=[CH:16][CH:15]=3)[N:12]([C@H:21]([CH2:25][CH3:26])[C@@H:22]([OH:24])[CH3:23])[C:11](=[O:27])[C@:10]([CH2:29][C:30]([OH:32])=[O:31])([CH3:28])[CH2:9]2)[CH:5]=[CH:6][CH:7]=1. The catalyst class is: 36. (5) Product: [C:29]([O:33][CH2:34][CH2:35][O:36][NH:37][C:20]([C:11]1[C:12](=[O:19])[N:13]([CH3:18])[C:14](=[O:17])[N:15]([CH3:16])[C:10]=1[NH:9][C:3]1[CH:4]=[CH:5][C:6]([I:8])=[CH:7][C:2]=1[Cl:1])=[O:21])([CH3:32])([CH3:31])[CH3:30]. The catalyst class is: 1. Reactant: [Cl:1][C:2]1[CH:7]=[C:6]([I:8])[CH:5]=[CH:4][C:3]=1[NH:9][C:10]1[N:15]([CH3:16])[C:14](=[O:17])[N:13]([CH3:18])[C:12](=[O:19])[C:11]=1[C:20](OC1C=CC=CC=1)=[O:21].[C:29]([O:33][CH2:34][CH2:35][O:36][NH2:37])([CH3:32])([CH3:31])[CH3:30]. (6) Reactant: [I:1][C:2]1[CH:3]=[C:4]2[C:8](=[CH:9][CH:10]=1)[NH:7][C:6](=[O:11])[C:5]2=O.[Cl:13][C:14]1[CH:15]=[C:16]([CH:21]=[C:22]([Cl:24])[CH:23]=1)[C:17]([NH:19][NH2:20])=[O:18]. Product: [Cl:13][C:14]1[CH:15]=[C:16]([CH:21]=[C:22]([Cl:24])[CH:23]=1)[C:17]([NH:19][N:20]=[C:5]1[C:4]2[C:8](=[CH:9][CH:10]=[C:2]([I:1])[CH:3]=2)[NH:7][C:6]1=[O:11])=[O:18]. The catalyst class is: 15. (7) Reactant: [CH3:1][CH:2]([N:4]1[C:8]2[N:9]=[C:10]([C:18]3[CH:23]=[CH:22][N:21]=[CH:20][CH:19]=3)[CH:11]=[C:12]([C:13]([O:15]CC)=[O:14])[C:7]=2[CH:6]=[N:5]1)[CH3:3].C(O)C.[OH-].[Na+]. Product: [CH3:3][CH:2]([N:4]1[C:8]2[N:9]=[C:10]([C:18]3[CH:19]=[CH:20][N:21]=[CH:22][CH:23]=3)[CH:11]=[C:12]([C:13]([OH:15])=[O:14])[C:7]=2[CH:6]=[N:5]1)[CH3:1]. The catalyst class is: 1. (8) Reactant: Cl.[O:2]=[C:3]1[NH:12][C:11]2[N:10]=[CH:9][C:8](/[CH:13]=[CH:14]/[C:15]([OH:17])=O)=[CH:7][C:6]=2[CH2:5][CH2:4]1.Cl.[NH:19]1[CH2:23][CH2:22][CH:21]([O:24][C:25]2[CH:26]=[N:27][CH:28]=[CH:29][CH:30]=2)[CH2:20]1.CCN(C(C)C)C(C)C.CN(C(ON1N=NC2C=CC=NC1=2)=[N+](C)C)C.F[P-](F)(F)(F)(F)F. Product: [O:17]=[C:15]([N:19]1[CH2:23][CH2:22][CH:21]([O:24][C:25]2[CH:26]=[N:27][CH:28]=[CH:29][CH:30]=2)[CH2:20]1)/[CH:14]=[CH:13]/[C:8]1[CH:7]=[C:6]2[C:11](=[N:10][CH:9]=1)[NH:12][C:3](=[O:2])[CH2:4][CH2:5]2. The catalyst class is: 3. (9) Reactant: Br[C:2]1[CH:3]=[C:4]([CH:7]=[O:8])[O:5][CH:6]=1.[CH:9](/B(O)O)=[CH:10]/[CH3:11].ClC1C=CC(CC2C=C(C=O)SC=2)=CC=1. Product: [CH:9](/[C:2]1[CH:3]=[C:4]([CH:7]=[O:8])[O:5][CH:6]=1)=[CH:10]/[CH3:11]. The catalyst class is: 3.